This data is from Experimentally validated miRNA-target interactions with 360,000+ pairs, plus equal number of negative samples. The task is: Binary Classification. Given a miRNA mature sequence and a target amino acid sequence, predict their likelihood of interaction. Result: 0 (no interaction). The protein sequence of the target gene is MFGFLLLLSLPFILYLVTPKIRKMLSSGVCTSNVQLPGKVAIVTGANTGIGKETAKDLAQRGARVYLACRDVDKGELAAREIQAVTGNSQVFVRKLDLADTKSIRAFAKDFLAEEKHLHLLINNAGVMMCPYSKTADGFEMHIGVNHLGHFLLTHLLLEKLKESAPSRIVNLSSLGHHLGRIHFHNLQGEKFYSAGLAYCHSKLANILFTKELAKRLKGSGVTTYSVHPGTVHSELTRYSSIMRWLWQLFFVFIKTPQEGAQTSLYCALTEGLESLSGSHFSDCQLAWVSYQGRNEIIAR.... The miRNA is hsa-miR-6757-5p with sequence UAGGGAUGGGAGGCCAGGAUGA.